From a dataset of Catalyst prediction with 721,799 reactions and 888 catalyst types from USPTO. Predict which catalyst facilitates the given reaction. (1) Reactant: [CH2:1]([C:3]1[CH:4]=[C:5]2[C:10](=[CH:11][CH:12]=1)[N:9]([CH3:13])[CH2:8][CH2:7][C:6]2=[N:14]O)[CH3:2].C(O)C. Product: [CH2:1]([C:3]1[CH:4]=[C:5]2[C:10](=[CH:11][CH:12]=1)[N:9]([CH3:13])[CH2:8][CH2:7][CH:6]2[NH2:14])[CH3:2]. The catalyst class is: 15. (2) Reactant: [CH3:1][N:2]1[CH2:15][CH2:14][C:5]2[NH:6][C:7]3[CH:8]=[CH:9][C:10]([CH3:13])=[CH:11][C:12]=3[C:4]=2[CH2:3]1.[CH3:16][O:17][C:18]1[CH:23]=[CH:22][C:21]([CH:24]=[CH2:25])=[CH:20][N:19]=1.[OH-].[K+]. Product: [CH3:16][O:17][C:18]1[N:19]=[CH:20][C:21]([CH2:24][CH2:25][N:6]2[C:7]3[CH:8]=[CH:9][C:10]([CH3:13])=[CH:11][C:12]=3[C:4]3[CH2:3][N:2]([CH3:1])[CH2:15][CH2:14][C:5]2=3)=[CH:22][CH:23]=1. The catalyst class is: 37. (3) The catalyst class is: 465. Reactant: [C:1]([O:5][C:6]([N:8]1[C:16]2[CH2:15][CH2:14][CH2:13][C:12](=[O:17])[C:11]=2[CH:10]=[CH:9]1)=[O:7])([CH3:4])([CH3:3])[CH3:2]. Product: [C:1]([O:5][C:6]([N:8]1[CH:16]2[CH:11]([CH:12]([OH:17])[CH2:13][CH2:14][CH2:15]2)[CH2:10][CH2:9]1)=[O:7])([CH3:4])([CH3:2])[CH3:3]. (4) Reactant: [Br:1][C:2]1[CH:7]=[C:6]([CH3:8])[C:5]([C:9]2[C:13]3[N:14]=[C:15]([CH3:28])[N:16]=[C:17]([N:18]4[CH2:23][CH2:22][CH:21]([CH2:24][C:25]([OH:27])=[O:26])[CH2:20][CH2:19]4)[C:12]=3[S:11][C:10]=2[CH3:29])=[C:4]([CH3:30])[CH:3]=1.I[CH2:32][CH3:33].C([O-])([O-])=O.[K+].[K+].O. Product: [CH2:32]([O:26][C:25](=[O:27])[CH2:24][CH:21]1[CH2:20][CH2:19][N:18]([C:17]2[C:12]3[S:11][C:10]([CH3:29])=[C:9]([C:5]4[C:6]([CH3:8])=[CH:7][C:2]([Br:1])=[CH:3][C:4]=4[CH3:30])[C:13]=3[N:14]=[C:15]([CH3:28])[N:16]=2)[CH2:23][CH2:22]1)[CH3:33]. The catalyst class is: 31. (5) Reactant: [C:1]1([C:7]2[C:8](=[O:13])O[C:10](=[O:12])[CH:11]=2)[CH:6]=[CH:5][CH:4]=[CH:3][CH:2]=1.[CH2:14]([NH:21][NH2:22])[C:15]1[CH:20]=[CH:19][CH:18]=[CH:17][CH:16]=1. Product: [CH2:14]([N:21]1[C:10](=[O:12])[CH:11]=[C:7]([C:1]2[CH:2]=[CH:3][CH:4]=[CH:5][CH:6]=2)[C:8]([OH:13])=[N:22]1)[C:15]1[CH:20]=[CH:19][CH:18]=[CH:17][CH:16]=1. The catalyst class is: 15. (6) Reactant: [OH:1][CH2:2][C@H:3]1[CH2:7][CH2:6][CH2:5][NH:4]1.[H-].[Na+].[O:10]1[C:14]2[CH:15]=[CH:16][CH:17]=[CH:18][C:13]=2[CH:12]=[C:11]1[C:19]1[N:23]2[N:24]=[C:25](Cl)[CH:26]=[CH:27][C:22]2=[N:21][CH:20]=1. Product: [O:10]1[C:14]2[CH:15]=[CH:16][CH:17]=[CH:18][C:13]=2[CH:12]=[C:11]1[C:19]1[N:23]2[N:24]=[C:25]([O:1][CH2:2][C@H:3]3[CH2:7][CH2:6][CH2:5][NH:4]3)[CH:26]=[CH:27][C:22]2=[N:21][CH:20]=1. The catalyst class is: 7. (7) Reactant: [CH3:1][O:2][C:3]1[CH:8]=[CH:7][C:6]([N:9]2[CH2:15][CH2:14][CH2:13][C:12](=O)[CH2:11][CH2:10]2)=[CH:5][CH:4]=1.[O:17]=[C:18]([NH:33][C@@H:34]1[CH2:38][CH2:37][NH:36][CH2:35]1)[CH2:19][NH:20][C:21](=[O:32])[C:22]1[CH:27]=[CH:26][CH:25]=[C:24]([C:28]([F:31])([F:30])[F:29])[CH:23]=1.C(O[BH-](OC(=O)C)OC(=O)C)(=O)C.[Na+].C([O-])(O)=O.[Na+]. Product: [CH3:1][O:2][C:3]1[CH:8]=[CH:7][C:6]([N:9]2[CH2:15][CH2:14][CH2:13][CH:12]([N:36]3[CH2:37][CH2:38][C@@H:34]([NH:33][C:18](=[O:17])[CH2:19][NH:20][C:21](=[O:32])[C:22]4[CH:27]=[CH:26][CH:25]=[C:24]([C:28]([F:29])([F:31])[F:30])[CH:23]=4)[CH2:35]3)[CH2:11][CH2:10]2)=[CH:5][CH:4]=1. The catalyst class is: 138.